From a dataset of TCR-epitope binding with 47,182 pairs between 192 epitopes and 23,139 TCRs. Binary Classification. Given a T-cell receptor sequence (or CDR3 region) and an epitope sequence, predict whether binding occurs between them. (1) The epitope is NLSALGIFST. The TCR CDR3 sequence is CASSTPDRTANYGYTF. Result: 0 (the TCR does not bind to the epitope). (2) The epitope is IVTDFSVIK. The TCR CDR3 sequence is CASSPGGQGDQPQHF. Result: 0 (the TCR does not bind to the epitope). (3) The epitope is KLVALGINAV. The TCR CDR3 sequence is CSCGNANTGELFF. Result: 0 (the TCR does not bind to the epitope). (4) The epitope is KLSYGIATV. The TCR CDR3 sequence is CSVEDPQGVQPQHF. Result: 1 (the TCR binds to the epitope). (5) The epitope is MLNIPSINV. The TCR CDR3 sequence is CAVGLILEQFF. Result: 0 (the TCR does not bind to the epitope). (6) The epitope is PROT_97E67BCC. The TCR CDR3 sequence is CASSYRTSGPREQFF. Result: 1 (the TCR binds to the epitope).